This data is from Full USPTO retrosynthesis dataset with 1.9M reactions from patents (1976-2016). The task is: Predict the reactants needed to synthesize the given product. (1) Given the product [Cl:28][C:24]1[CH:23]=[C:22]([CH:27]=[CH:26][CH:25]=1)[O:21][C:15]1[CH:14]=[C:13]2[C:18]([C:19]([OH:20])=[C:10]([C:8]([NH:7][CH2:6][C:5]([CH3:32])([CH3:31])[C:4]([OH:33])=[O:3])=[O:9])[N:11]=[C:12]2[C:29]#[N:30])=[CH:17][CH:16]=1, predict the reactants needed to synthesize it. The reactants are: C([O:3][C:4](=[O:33])[C:5]([CH3:32])([CH3:31])[CH2:6][NH:7][C:8]([C:10]1[N:11]=[C:12]([C:29]#[N:30])[C:13]2[C:18]([C:19]=1[OH:20])=[CH:17][CH:16]=[C:15]([O:21][C:22]1[CH:27]=[CH:26][CH:25]=[C:24]([Cl:28])[CH:23]=1)[CH:14]=2)=[O:9])C.O.CCOC(C)=O.Cl. (2) The reactants are: C(O[CH:4]=[C:5]1[C:16]2[C:8](=[CH:9][CH:10]=[C:11]3[C:15]=2[S:14][CH:13]=[N:12]3)[NH:7][C:6]1=[O:17])C.[NH2:18][C:19]1[CH:24]=[CH:23][C:22]([CH2:25][S:26]([NH2:29])(=[O:28])=[O:27])=[CH:21][CH:20]=1. Given the product [O:17]=[C:6]1[C:5](=[CH:4][NH:18][C:19]2[CH:24]=[CH:23][C:22]([CH2:25][S:26]([NH2:29])(=[O:27])=[O:28])=[CH:21][CH:20]=2)[C:16]2[C:8](=[CH:9][CH:10]=[C:11]3[C:15]=2[S:14][CH:13]=[N:12]3)[NH:7]1, predict the reactants needed to synthesize it.